Task: Predict the product of the given reaction.. Dataset: Forward reaction prediction with 1.9M reactions from USPTO patents (1976-2016) Given the reactants F[C:2]1[CH:7]=[CH:6][C:5]([N:8]([CH3:18])[S:9]([C:12]2[CH:17]=[CH:16][CH:15]=[CH:14][CH:13]=2)(=[O:11])=[O:10])=[CH:4][C:3]=1[N+:19]([O-:21])=[O:20].[CH:22]1([CH2:27][NH2:28])[CH2:26][CH2:25][CH2:24][CH2:23]1, predict the reaction product. The product is: [CH:22]1([CH2:27][NH:28][C:2]2[CH:7]=[CH:6][C:5]([N:8]([CH3:18])[S:9]([C:12]3[CH:17]=[CH:16][CH:15]=[CH:14][CH:13]=3)(=[O:11])=[O:10])=[CH:4][C:3]=2[N+:19]([O-:21])=[O:20])[CH2:26][CH2:25][CH2:24][CH2:23]1.